From a dataset of CYP3A4 inhibition data for predicting drug metabolism from PubChem BioAssay. Regression/Classification. Given a drug SMILES string, predict its absorption, distribution, metabolism, or excretion properties. Task type varies by dataset: regression for continuous measurements (e.g., permeability, clearance, half-life) or binary classification for categorical outcomes (e.g., BBB penetration, CYP inhibition). Dataset: cyp3a4_veith. (1) The molecule is CCOC(=O)C1=C(C)N(Cc2ccccc2)C(=O)NC1c1ccc(OC)cc1. The result is 1 (inhibitor). (2) The compound is CCN1CCN(C(=O)CCc2nc3ccccc3c(=O)[nH]2)CC1. The result is 0 (non-inhibitor). (3) The molecule is CCN1CCN(c2cc(=O)n(-c3cc(Cl)ccc3C)c(=O)[nH]2)CC1. The result is 0 (non-inhibitor). (4) The molecule is COc1ccc(C2CC(=O)c3cnc(Nc4cc(C)cc(C)c4)nc3C2)cc1. The result is 1 (inhibitor). (5) The molecule is O=C(NCc1ccc(Cl)cc1)c1ccc(Cl)cc1[N+](=O)[O-]. The result is 1 (inhibitor). (6) The compound is Cc1cccc(OCC(=O)N/N=C\C=C\c2ccc3c(c2)OCO3)c1C. The result is 1 (inhibitor). (7) The compound is O=C(O)c1nnsc1COCc1ccccc1. The result is 0 (non-inhibitor). (8) The drug is CN(Cc1n[nH]c(=S)n1C)S(=O)(=O)c1ccccc1. The result is 0 (non-inhibitor). (9) The compound is Cc1ccccc1-c1nc(CS(=O)CC(=O)NCCN2CCN(Cc3ccccc3)CC2)c(C)o1. The result is 1 (inhibitor). (10) The drug is CC(=O)O.NCC(=O)[C@@H](O)[C@H](O)[C@H](O)CO. The result is 0 (non-inhibitor).